Dataset: Forward reaction prediction with 1.9M reactions from USPTO patents (1976-2016). Task: Predict the product of the given reaction. (1) Given the reactants Cl[C:2]1[N:7]=[CH:6][C:5]([B:8]([OH:10])[OH:9])=[CH:4][N:3]=1.Cl.[CH3:12][C:13]1([C:19]([O:21][CH2:22][CH3:23])=[O:20])[CH2:18][CH2:17][NH:16][CH2:15][CH2:14]1.C(O)C.C(N(CC)CC)C, predict the reaction product. The product is: [CH2:22]([O:21][C:19]([C:13]1([CH3:12])[CH2:18][CH2:17][N:16]([C:2]2[N:7]=[CH:6][C:5]([B:8]([OH:10])[OH:9])=[CH:4][N:3]=2)[CH2:15][CH2:14]1)=[O:20])[CH3:23]. (2) Given the reactants Cl[CH2:2][CH2:3][CH2:4][S:5]([N:8]([CH3:58])[C:9]1[CH:57]=[CH:56][CH:55]=[CH:54][C:10]=1[CH2:11][NH:12][C:13]1[C:18]2[C:19]([C:30]([NH2:32])=[O:31])=[N:20][N:21]([CH2:22][O:23][CH2:24][CH2:25][Si:26]([CH3:29])([CH3:28])[CH3:27])[C:17]=2[CH:16]=[C:15]([C:33]2[CH:38]=[C:37]([F:39])[C:36]([O:40][CH2:41][O:42][CH2:43][CH2:44][Si:45]([CH3:48])([CH3:47])[CH3:46])=[CH:35][C:34]=2[CH2:49][C:50]([F:53])([F:52])[F:51])[N:14]=1)(=[O:7])=[O:6].[NH:59]1[CH2:64][CH2:63][O:62][CH2:61][CH2:60]1, predict the reaction product. The product is: [F:39][C:37]1[C:36]([O:40][CH2:41][O:42][CH2:43][CH2:44][Si:45]([CH3:46])([CH3:47])[CH3:48])=[CH:35][C:34]([CH2:49][C:50]([F:51])([F:53])[F:52])=[C:33]([C:15]2[N:14]=[C:13]([NH:12][CH2:11][C:10]3[CH:54]=[CH:55][CH:56]=[CH:57][C:9]=3[N:8]([CH3:58])[S:5]([CH2:4][CH2:3][CH2:2][N:59]3[CH2:64][CH2:63][O:62][CH2:61][CH2:60]3)(=[O:6])=[O:7])[C:18]3[C:19]([C:30]([NH2:32])=[O:31])=[N:20][N:21]([CH2:22][O:23][CH2:24][CH2:25][Si:26]([CH3:28])([CH3:29])[CH3:27])[C:17]=3[CH:16]=2)[CH:38]=1. (3) Given the reactants [NH2:1][C:2]1[C:10]([Cl:11])=[CH:9][CH:8]=[CH:7][C:3]=1[C:4]([OH:6])=O.[CH:12](OCC)(OCC)OCC.C(O)(=O)C.[NH2:26][C:27]1[CH:28]=[C:29]([NH:34][C:35](=[O:47])[C:36]2[CH:41]=[CH:40][CH:39]=[C:38]([C:42]([C:45]#[N:46])([CH3:44])[CH3:43])[CH:37]=2)[CH:30]=[CH:31][C:32]=1[CH3:33], predict the reaction product. The product is: [Cl:11][C:10]1[CH:9]=[CH:8][CH:7]=[C:3]2[C:2]=1[N:1]=[CH:12][N:26]([C:27]1[CH:28]=[C:29]([NH:34][C:35](=[O:47])[C:36]3[CH:41]=[CH:40][CH:39]=[C:38]([C:42]([C:45]#[N:46])([CH3:44])[CH3:43])[CH:37]=3)[CH:30]=[CH:31][C:32]=1[CH3:33])[C:4]2=[O:6]. (4) Given the reactants [C:1]([O:5][C:6]([NH:8][C@H:9]([CH2:29][C:30]1[CH:35]=[C:34]([F:36])[C:33]([F:37])=[CH:32][C:31]=1[F:38])[CH2:10][C:11]([N:13]1[CH2:18][CH2:17][N:16]2[C:19]([C:25]([F:28])([F:27])[F:26])=[N:20][C:21]([C:22]([OH:24])=O)=[C:15]2[CH2:14]1)=[O:12])=[O:7])([CH3:4])([CH3:3])[CH3:2].[CH3:39][N:40]1[CH2:45][CH2:44][NH:43][CH2:42][CH2:41]1.O=C1N([ClH]P([ClH]N2CCOC2=O)=O)CCO1.C(N(CC)CC)C, predict the reaction product. The product is: [C:1]([O:5][C:6](=[O:7])[NH:8][C@H:9]([CH2:29][C:30]1[CH:35]=[C:34]([F:36])[C:33]([F:37])=[CH:32][C:31]=1[F:38])[CH2:10][C:11]([N:13]1[CH2:18][CH2:17][N:16]2[C:19]([C:25]([F:28])([F:27])[F:26])=[N:20][C:21]([C:22]([N:43]3[CH2:44][CH2:45][N:40]([CH3:39])[CH2:41][CH2:42]3)=[O:24])=[C:15]2[CH2:14]1)=[O:12])([CH3:3])([CH3:2])[CH3:4].